From a dataset of Forward reaction prediction with 1.9M reactions from USPTO patents (1976-2016). Predict the product of the given reaction. (1) Given the reactants C([NH:8][C:9]1[C:18]2[CH2:17][CH:16]([CH3:19])[CH2:15][CH2:14][C:13]=2[CH:12]=[CH:11][CH:10]=1)C1C=CC=CC=1, predict the reaction product. The product is: [CH3:19][CH:16]1[CH2:17][C:18]2[C:9]([NH2:8])=[CH:10][CH:11]=[CH:12][C:13]=2[CH2:14][CH2:15]1. (2) The product is: [Cl:10][C:11]1[CH:12]=[C:13]([CH2:23][C:24]2[O:28][C:27]([C:29]([NH:4][C:3]3[C:2]([F:1])=[CH:8][CH:7]=[CH:6][C:5]=3[F:9])=[O:30])=[CH:26][CH:25]=2)[C:14]2[O:18][C:17]([CH:19]([CH3:20])[CH3:21])=[CH:16][C:15]=2[CH:22]=1. Given the reactants [F:1][C:2]1[CH:8]=[CH:7][CH:6]=[C:5]([F:9])[C:3]=1[NH2:4].[Cl:10][C:11]1[CH:12]=[C:13]([CH2:23][C:24]2[O:28][C:27]([C:29](Cl)=[O:30])=[CH:26][CH:25]=2)[C:14]2[O:18][C:17]([CH:19]([CH3:21])[CH3:20])=[CH:16][C:15]=2[CH:22]=1, predict the reaction product. (3) Given the reactants O[CH2:2][CH2:3][N:4]([CH2:8][CH2:9][CH2:10][CH2:11][O:12][C:13]1[CH:18]=[CH:17][CH:16]=[C:15]([N+:19]([O-:21])=[O:20])[CH:14]=1)[CH2:5][CH2:6]O.CS([Cl:26])(=O)=O.C(N(CC)CC)C.[ClH:34], predict the reaction product. The product is: [Cl:34][CH2:2][CH2:3][N:4]([CH2:5][CH2:6][Cl:26])[CH2:8][CH2:9][CH2:10][CH2:11][O:12][C:13]1[CH:18]=[CH:17][CH:16]=[C:15]([N+:19]([O-:21])=[O:20])[CH:14]=1. (4) The product is: [S:35]([OH:38])([OH:37])(=[O:36])=[O:34].[F:1][CH:2]([F:17])[C@@:3]1([C:10]2[CH:15]=[CH:14][CH:13]=[CH:12][C:11]=2[F:16])[CH2:4][O:5][CH2:6][C:7]([NH2:32])=[N:8]1. Given the reactants [F:1][CH:2]([F:17])[C@:3]1([C:10]2[CH:15]=[CH:14][CH:13]=[CH:12][C:11]=2[F:16])[NH:8][C:7](=O)[CH2:6][O:5][CH2:4]1.P12(SP3(SP(SP(S3)(S1)=S)(=S)S2)=S)=S.[NH3:32].O.[OH:34][S:35]([OH:38])(=[O:37])=[O:36], predict the reaction product. (5) Given the reactants [C:1]([CH2:3][C@H:4]1[CH2:9][CH2:8][CH2:7][CH2:6][C@@H:5]1[NH:10]C(=O)OC(C)(C)C)#[N:2], predict the reaction product. The product is: [NH2:10][C@H:5]1[CH2:6][CH2:7][CH2:8][CH2:9][C@@H:4]1[CH2:3][C:1]#[N:2]. (6) Given the reactants [H-].[Na+].[Br:3][C:4]1[CH:9]=[CH:8][C:7]([F:10])=[CH:6][C:5]=1[N:11]1[C:15](=[O:16])[NH:14][CH:13]=[N:12]1.I[CH3:18].[NH4+].[Cl-], predict the reaction product. The product is: [Br:3][C:4]1[CH:9]=[CH:8][C:7]([F:10])=[CH:6][C:5]=1[N:11]1[C:15](=[O:16])[N:14]([CH3:18])[CH:13]=[N:12]1. (7) Given the reactants Br[C:2]1[CH:7]=[CH:6][C:5]([C@H:8]([NH:10][S:11]([C:13]([CH3:16])([CH3:15])[CH3:14])=[O:12])[CH3:9])=[C:4]([F:17])[CH:3]=1.CN(C)CCN(C)C.C([Li])CCC.CCCCCC.[B:37](OC(C)C)([O:42]C(C)C)[O:38]C(C)C, predict the reaction product. The product is: [F:17][C:4]1[CH:3]=[C:2]([B:37]([OH:42])[OH:38])[CH:7]=[CH:6][C:5]=1[C@H:8]([NH:10][S:11]([C:13]([CH3:16])([CH3:15])[CH3:14])=[O:12])[CH3:9].